Task: Predict the product of the given reaction.. Dataset: Forward reaction prediction with 1.9M reactions from USPTO patents (1976-2016) (1) Given the reactants [F:1][C:2]([F:7])([F:6])[C:3](=[NH:5])[NH2:4].[CH3:8][O:9][C:10](=[O:19])[CH2:11][C:12](=O)[CH2:13][C:14](OC)=[O:15].Cl.CCCCCC, predict the reaction product. The product is: [OH:15][C:14]1[N:4]=[C:3]([C:2]([F:7])([F:6])[F:1])[N:5]=[C:12]([CH2:11][C:10]([O:9][CH3:8])=[O:19])[CH:13]=1. (2) Given the reactants [NH2:1][C:2]1[CH:7]=[CH:6][CH:5]=[CH:4][C:3]=1[NH:8][C:9]([C:11]1[C:12](=[O:18])[NH:13][N:14]=[C:15]([Cl:17])[CH:16]=1)=O, predict the reaction product. The product is: [NH:8]1[C:3]2[CH:4]=[CH:5][CH:6]=[CH:7][C:2]=2[N:1]=[C:9]1[C:11]1[C:12](=[O:18])[NH:13][N:14]=[C:15]([Cl:17])[CH:16]=1. (3) The product is: [CH2:27]([N:37]([CH2:2][CH:3]1[CH2:15][N:13]2[C:14]3[C:9]([C:10](=[O:26])[N:11]([CH2:17][C:18]4[CH:23]=[CH:22][C:21]([O:24][CH3:25])=[CH:20][CH:19]=4)[C:12]2=[O:16])=[CH:8][CH:7]=[CH:6][C:5]=3[CH2:4]1)[CH3:36])[C:28]1[CH:29]=[CH:30][CH:31]=[CH:32][CH:33]=1. Given the reactants Br[CH2:2][CH:3]1[CH2:15][N:13]2[C:14]3[C:9]([C:10](=[O:26])[N:11]([CH2:17][C:18]4[CH:23]=[CH:22][C:21]([O:24][CH3:25])=[CH:20][CH:19]=4)[C:12]2=[O:16])=[CH:8][CH:7]=[CH:6][C:5]=3[CH2:4]1.[CH2:27](CN)[C:28]1[CH:33]=[CH:32][CH:31]=[CH:30][CH:29]=1.[CH3:36][N:37](C)C=O.C1(C)C=CC=CC=1, predict the reaction product. (4) The product is: [CH2:1]([C:5]1[C:14]2[C:9](=[CH:10][CH:11]=[C:12]([C:15]([O:17][CH3:23])=[O:16])[CH:13]=2)[CH:8]=[CH:7][N:6]=1)[CH2:2][CH2:3][CH3:4]. Given the reactants [CH2:1]([C:5]1[C:14]2[C:9](=[CH:10][CH:11]=[C:12]([C:15]([OH:17])=[O:16])[CH:13]=2)[CH:8]=[CH:7][N:6]=1)[CH2:2][CH2:3][CH3:4].S(=O)(=O)(O)O.[CH3:23]O, predict the reaction product.